This data is from Reaction yield outcomes from USPTO patents with 853,638 reactions. The task is: Predict the reaction yield, written as a fraction of the theoretical maximum amount of product (1.0 means a 100% yield; for example, 0.34 means a 34% yield). The reactants are [F:1][C:2]1[CH:8]=[CH:7][CH:6]=[CH:5][C:3]=1[NH2:4].N1C=CC=CC=1.[Cl:15][CH2:16][CH2:17][C:18](Cl)=[O:19]. The catalyst is ClCCCl. The product is [Cl:15][CH2:16][CH2:17][C:18]([NH:4][C:3]1[CH:5]=[CH:6][CH:7]=[CH:8][C:2]=1[F:1])=[O:19]. The yield is 0.900.